This data is from NCI-60 drug combinations with 297,098 pairs across 59 cell lines. The task is: Regression. Given two drug SMILES strings and cell line genomic features, predict the synergy score measuring deviation from expected non-interaction effect. (1) Drug 1: CCN(CC)CCNC(=O)C1=C(NC(=C1C)C=C2C3=C(C=CC(=C3)F)NC2=O)C. Drug 2: C(CCl)NC(=O)N(CCCl)N=O. Cell line: NCI/ADR-RES. Synergy scores: CSS=-0.603, Synergy_ZIP=-0.991, Synergy_Bliss=-3.61, Synergy_Loewe=-3.79, Synergy_HSA=-4.80. (2) Drug 2: C1CNP(=O)(OC1)N(CCCl)CCCl. Cell line: MCF7. Synergy scores: CSS=1.01, Synergy_ZIP=-0.981, Synergy_Bliss=-0.220, Synergy_Loewe=-1.57, Synergy_HSA=0.112. Drug 1: CS(=O)(=O)OCCCCOS(=O)(=O)C. (3) Drug 1: CNC(=O)C1=CC=CC=C1SC2=CC3=C(C=C2)C(=NN3)C=CC4=CC=CC=N4. Drug 2: CCC1(CC2CC(C3=C(CCN(C2)C1)C4=CC=CC=C4N3)(C5=C(C=C6C(=C5)C78CCN9C7C(C=CC9)(C(C(C8N6C=O)(C(=O)OC)O)OC(=O)C)CC)OC)C(=O)OC)O.OS(=O)(=O)O. Cell line: CCRF-CEM. Synergy scores: CSS=33.0, Synergy_ZIP=1.13, Synergy_Bliss=1.72, Synergy_Loewe=-33.5, Synergy_HSA=-1.70. (4) Cell line: OVCAR-5. Synergy scores: CSS=39.5, Synergy_ZIP=1.26, Synergy_Bliss=-1.66, Synergy_Loewe=-10.5, Synergy_HSA=-0.542. Drug 1: CC1=C(C(=CC=C1)Cl)NC(=O)C2=CN=C(S2)NC3=CC(=NC(=N3)C)N4CCN(CC4)CCO. Drug 2: CC1CCCC2(C(O2)CC(NC(=O)CC(C(C(=O)C(C1O)C)(C)C)O)C(=CC3=CSC(=N3)C)C)C. (5) Drug 1: COC1=CC(=CC(=C1O)OC)C2C3C(COC3=O)C(C4=CC5=C(C=C24)OCO5)OC6C(C(C7C(O6)COC(O7)C8=CC=CS8)O)O. Drug 2: CN(C)N=NC1=C(NC=N1)C(=O)N. Cell line: SW-620. Synergy scores: CSS=-1.27, Synergy_ZIP=-1.49, Synergy_Bliss=-9.39, Synergy_Loewe=-48.7, Synergy_HSA=-13.2.